Dataset: Forward reaction prediction with 1.9M reactions from USPTO patents (1976-2016). Task: Predict the product of the given reaction. (1) Given the reactants [OH:1][NH:2][C:3]([C:5]1[CH:6]=[CH:7][C:8]2[C:9](=[C:19]3[CH2:25][CH:24]4[N:26]([C:27](=[O:32])[C:28]([F:31])([F:30])[F:29])[CH:21]([CH2:22][CH2:23]4)[CH2:20]3)[C:10]3[C:15]([O:16][C:17]=2[CH:18]=1)=[CH:14][CH:13]=[CH:12][CH:11]=3)=[NH:4].[C:33](N1C=CN=C1)(N1C=CN=C1)=[O:34], predict the reaction product. The product is: [F:30][C:28]([F:31])([F:29])[C:27]([N:26]1[CH:21]2[CH2:22][CH2:23][CH:24]1[CH2:25][C:19](=[C:9]1[C:8]3[CH:7]=[CH:6][C:5]([C:3]4[NH:4][C:33](=[O:34])[O:1][N:2]=4)=[CH:18][C:17]=3[O:16][C:15]3[C:10]1=[CH:11][CH:12]=[CH:13][CH:14]=3)[CH2:20]2)=[O:32]. (2) Given the reactants [F:1][C:2]1[CH:7]=[C:6]([CH2:8]OS(C)(=O)=O)[CH:5]=[C:4]([NH:14][CH2:15][C:16]2[CH:21]=[CH:20][C:19]([O:22][CH3:23])=[CH:18][CH:17]=2)[N:3]=1.[CH:24]([C:27]1[C:32](=[O:33])[NH:31][C:30](=[O:34])[NH:29][C:28]=1[O:35][C:36]1[CH:37]=[C:38]([CH:43]=[CH:44][C:45]#[N:46])[CH:39]=[C:40]([CH3:42])[CH:41]=1)([CH3:26])[CH3:25].C(=O)([O-])[O-].[K+].[K+].[I-].[Li+], predict the reaction product. The product is: [F:1][C:2]1[CH:7]=[C:6]([CH2:8][N:29]2[C:28]([O:35][C:36]3[CH:37]=[C:38]([CH:43]=[CH:44][C:45]#[N:46])[CH:39]=[C:40]([CH3:42])[CH:41]=3)=[C:27]([CH:24]([CH3:26])[CH3:25])[C:32](=[O:33])[NH:31][C:30]2=[O:34])[CH:5]=[C:4]([NH:14][CH2:15][C:16]2[CH:21]=[CH:20][C:19]([O:22][CH3:23])=[CH:18][CH:17]=2)[N:3]=1. (3) Given the reactants [N:1]([C@:4]12[CH2:39][CH2:38][C@@H:37]([C:40]([CH3:42])=[CH2:41])[C@@H:5]1[C@@H:6]1[C@@:19]([CH3:22])([CH2:20][CH2:21]2)[C@@:18]2([CH3:23])[C@@H:9]([C@:10]3([CH3:36])[C@@H:15]([CH2:16][CH2:17]2)[C:14]([CH3:25])([CH3:24])[C:13]([C:26]2[CH:35]=[CH:34][C:29]([C:30]([O:32]C)=[O:31])=[CH:28][CH:27]=2)=[CH:12][CH2:11]3)[CH2:8][CH2:7]1)=[C:2]=[O:3].CN(C)CCNC(=O)N[C@]12CC[C@@H](C(C)=C)[C@@H]1[C@@H]1[C@@](C)(CC2)[C@@]2(C)[C@@H]([C@]3(C)[C@@H](CC2)C(C)(C)C(C2C=CC(C(O)=O)=CC=2)=CC3)CC1.Cl.C([O:93][C:94]([C:96]1([NH2:99])[CH2:98][CH2:97]1)=[O:95])C, predict the reaction product. The product is: [C:94]([C:96]1([NH:99][C:2](=[O:3])[NH:1][C@:4]23[CH2:39][CH2:38][C@@H:37]([C:40]([CH3:42])=[CH2:41])[C@@H:5]2[C@@H:6]2[C@@:19]([CH3:22])([CH2:20][CH2:21]3)[C@@:18]3([CH3:23])[C@@H:9]([C@:10]4([CH3:36])[C@@H:15]([CH2:16][CH2:17]3)[C:14]([CH3:25])([CH3:24])[C:13]([C:26]3[CH:27]=[CH:28][C:29]([C:30]([OH:32])=[O:31])=[CH:34][CH:35]=3)=[CH:12][CH2:11]4)[CH2:8][CH2:7]2)[CH2:98][CH2:97]1)([OH:95])=[O:93]. (4) Given the reactants [CH:1]1([C:4]2[CH:24]=[C:7]3[C:8]([CH:14]=[CH:15][C:16]4[C:21](Cl)=[CH:20][N:19]=[CH:18][C:17]=4Cl)=[CH:9][CH:10]=[C:11]([O:12][CH3:13])[N:6]3[N:5]=2)[CH2:3][CH2:2]1, predict the reaction product. The product is: [CH:1]1([C:4]2[CH:24]=[C:7]3[C:8]([CH2:14][CH2:15][C:16]4[CH:17]=[CH:18][N:19]=[CH:20][CH:21]=4)=[CH:9][CH:10]=[C:11]([O:12][CH3:13])[N:6]3[N:5]=2)[CH2:3][CH2:2]1.